The task is: Predict the reactants needed to synthesize the given product.. This data is from Full USPTO retrosynthesis dataset with 1.9M reactions from patents (1976-2016). (1) Given the product [NH2:5][C:6]([NH:8][C:9]1[NH:10][C:11]([C:17]2[CH:22]=[CH:21][CH:20]=[CH:19][C:18]=2[OH:23])=[CH:12][C:13]=1[C:14]([NH2:16])=[O:15])=[O:7], predict the reactants needed to synthesize it. The reactants are: B(Br)(Br)Br.[NH2:5][C:6]([NH:8][C:9]1[NH:10][C:11]([C:17]2[CH:22]=[CH:21][CH:20]=[CH:19][C:18]=2[O:23]C)=[CH:12][C:13]=1[C:14]([NH2:16])=[O:15])=[O:7].O. (2) Given the product [O:4]=[C:3]1[CH2:9][NH:8][CH2:7][CH2:6][N:5]1[CH2:16][CH:17]1[CH2:25][C:24]2[C:19](=[CH:20][CH:21]=[C:22]([C:26]#[N:27])[CH:23]=2)[CH2:18]1, predict the reactants needed to synthesize it. The reactants are: ClC[C:3]([N:5]([CH2:16][CH:17]1[CH2:25][C:24]2[C:19](=[CH:20][CH:21]=[C:22]([C:26]#[N:27])[CH:23]=2)[CH2:18]1)[CH2:6][CH2:7][NH:8][C:9](=O)OC(C)(C)C)=[O:4].CCO.C([O-])([O-])=O.[K+].[K+]. (3) The reactants are: [C:1]1([C:7]2[CH:16]=[CH:15][CH:14]=[C:13]3[C:8]=2[CH:9]=[CH:10][C:11]([NH2:17])=[CH:12]3)[CH:6]=[CH:5][CH:4]=[CH:3][CH:2]=1.Cl[C:19]1[N:28]=[CH:27][C:26]([CH:29]2[CH2:31][CH2:30]2)=[CH:25][C:20]=1[C:21]([O:23][CH3:24])=[O:22].C(=O)([O-])[O-].[Cs+].[Cs+]. Given the product [CH:29]1([C:26]2[CH:27]=[N:28][C:19]([NH:17][C:11]3[CH:10]=[CH:9][C:8]4[C:13](=[CH:14][CH:15]=[CH:16][C:7]=4[C:1]4[CH:2]=[CH:3][CH:4]=[CH:5][CH:6]=4)[CH:12]=3)=[C:20]([CH:25]=2)[C:21]([O:23][CH3:24])=[O:22])[CH2:30][CH2:31]1, predict the reactants needed to synthesize it. (4) Given the product [C:3]([C:5]1[CH:10]=[CH:9][CH:8]=[CH:7][C:6]=1[S:11][C:12]1[CH:21]=[CH:20][C:15]([C:16]([OH:18])=[O:17])=[CH:14][C:13]=1[N+:22]([O-:24])=[O:23])([OH:4])=[O:2], predict the reactants needed to synthesize it. The reactants are: C[O:2][C:3]([C:5]1[CH:10]=[CH:9][CH:8]=[CH:7][C:6]=1[S:11][C:12]1[CH:21]=[CH:20][C:15]([C:16]([O:18]C)=[O:17])=[CH:14][C:13]=1[N+:22]([O-:24])=[O:23])=[O:4].[Li+].[OH-]. (5) Given the product [CH2:1]([N:8]1[C:15](=[O:16])[CH2:14][CH:13]2[CH2:17][CH:9]1[CH2:10][C:11]1[CH:21]=[CH:20][CH:19]=[N:22][C:12]=12)[C:2]1[CH:7]=[CH:6][CH:5]=[CH:4][CH:3]=1, predict the reactants needed to synthesize it. The reactants are: [CH2:1]([N:8]1[C:15](=[O:16])[CH2:14][CH:13]2[CH2:17][CH:9]1[CH2:10][CH2:11][C:12]2=O)[C:2]1[CH:7]=[CH:6][CH:5]=[CH:4][CH:3]=1.[CH2:19]([NH2:22])[C:20]#[CH:21]. (6) Given the product [CH3:18][N:19]1[C:23]([OH:24])=[C:22]([C:25](=[O:26])[C:2]2[CH:7]=[CH:6][C:5]([S:8]([CH3:11])(=[O:10])=[O:9])=[C:4]([C:12]3[CH2:16][CH2:15][O:14][N:13]=3)[C:3]=2[CH3:17])[CH:21]=[N:20]1, predict the reactants needed to synthesize it. The reactants are: Br[C:2]1[C:3]([CH3:17])=[C:4]([C:12]2[CH2:16][CH2:15][O:14][N:13]=2)[C:5]([S:8]([CH3:11])(=[O:10])=[O:9])=[CH:6][CH:7]=1.[CH3:18][N:19]1[C:23]([OH:24])=[CH:22][CH:21]=[N:20]1.[C:25](=O)([O-])[O-:26].[K+].[K+].C(N(CC)CC)C.